Dataset: Peptide-MHC class I binding affinity with 185,985 pairs from IEDB/IMGT. Task: Regression. Given a peptide amino acid sequence and an MHC pseudo amino acid sequence, predict their binding affinity value. This is MHC class I binding data. (1) The peptide sequence is FPGEKRVSK. The MHC is HLA-B58:01 with pseudo-sequence HLA-B58:01. The binding affinity (normalized) is 0.0847. (2) The peptide sequence is VQLQEYDTY. The MHC is HLA-B15:01 with pseudo-sequence HLA-B15:01. The binding affinity (normalized) is 0.511. (3) The peptide sequence is GVNACQVGV. The MHC is HLA-A02:02 with pseudo-sequence HLA-A02:02. The binding affinity (normalized) is 0.605. (4) The peptide sequence is AEGVVAFLI. The MHC is HLA-A02:01 with pseudo-sequence HLA-A02:01. The binding affinity (normalized) is 0.0847. (5) The peptide sequence is IPIPSSWAF. The MHC is HLA-B35:01 with pseudo-sequence HLA-B35:01. The binding affinity (normalized) is 0.891. (6) The peptide sequence is APRALLLLL. The MHC is HLA-B07:02 with pseudo-sequence HLA-B07:02. The binding affinity (normalized) is 0.293. (7) The peptide sequence is YHSNVKEL. The MHC is HLA-B07:02 with pseudo-sequence HLA-B07:02. The binding affinity (normalized) is 0. (8) The peptide sequence is YALATQVEF. The MHC is HLA-B08:01 with pseudo-sequence HLA-B08:01. The binding affinity (normalized) is 0.240.